Dataset: Forward reaction prediction with 1.9M reactions from USPTO patents (1976-2016). Task: Predict the product of the given reaction. (1) Given the reactants [CH2:1]([O:9][C:10]1[CH:15]=[CH:14][C:13]([C:16]2[CH:17]=[N:18][CH:19]=[CH:20][CH:21]=2)=[CH:12][CH:11]=1)[CH2:2][CH2:3][CH2:4][CH2:5][CH2:6][CH2:7][CH3:8].Cl, predict the reaction product. The product is: [CH2:1]([O:9][C:10]1[CH:11]=[CH:12][C:13]([CH:16]2[CH2:21][CH2:20][CH2:19][NH:18][CH2:17]2)=[CH:14][CH:15]=1)[CH2:2][CH2:3][CH2:4][CH2:5][CH2:6][CH2:7][CH3:8]. (2) Given the reactants [CH3:1][S:2][CH2:3][CH2:4][CH:5]([O:8][CH2:9][CH2:10][O:11][Si:12]([CH3:15])([CH3:14])[CH3:13])[C:6]#[N:7].[NH3:16], predict the reaction product. The product is: [CH3:1][S:2][CH2:3][CH2:4][CH:5]([O:8][CH2:9][CH2:10][O:11][Si:12]([CH3:13])([CH3:15])[CH3:14])[C:6]([NH2:16])=[NH:7]. (3) Given the reactants [F:1][C:2]1[CH:7]=[CH:6][CH:5]=[CH:4][C:3]=1[C:8](=O)[CH3:9].[CH3:11][C:12]([S@:15]([NH2:17])=[O:16])([CH3:14])[CH3:13], predict the reaction product. The product is: [F:1][C:2]1[CH:7]=[CH:6][CH:5]=[CH:4][C:3]=1[C:8](=[N:17][S@@:15]([C:12]([CH3:14])([CH3:13])[CH3:11])=[O:16])[CH3:9]. (4) Given the reactants [Cl:1][C:2]1[C:11]2[C:6](=[CH:7][CH:8]=[CH:9][CH:10]=2)[N:5]=[CH:4][C:3]=1[NH2:12].[Cl:13][C:14]1[C:23]2[C:18](=[CH:19][CH:20]=[CH:21][N:22]=2)[N:17]=[CH:16][C:15]=1[NH2:24], predict the reaction product. The product is: [Cl:1][C:2]1[C:11]2[C:6](=[CH:7][CH:8]=[CH:9][CH:10]=2)[N:5]=[CH:4][C:3]=1[NH-:12].[Cl:13][C:14]1[C:23]2[C:18](=[CH:19][CH:20]=[CH:21][N:22]=2)[N:17]=[CH:16][C:15]=1[NH-:24]. (5) Given the reactants C(O)C.C(O)(=O)C.[C:8]([O:11][CH2:12][C:13]([NH:36][C:37](=[O:39])[CH3:38])([CH2:19][CH2:20][C:21]1[CH:26]=[CH:25][C:24]([C:27](=O)[CH2:28][CH2:29][CH2:30][CH2:31][CH2:32][CH2:33][CH3:34])=[CH:23][CH:22]=1)[CH2:14][O:15][C:16](=[O:18])[CH3:17])(=[O:10])[CH3:9].[H][H], predict the reaction product. The product is: [C:16]([O:15][CH2:14][C:13]([NH:36][C:37](=[O:39])[CH3:38])([CH2:19][CH2:20][C:21]1[CH:26]=[CH:25][C:24]([CH2:27][CH2:28][CH2:29][CH2:30][CH2:31][CH2:32][CH2:33][CH3:34])=[CH:23][CH:22]=1)[CH2:12][O:11][C:8](=[O:10])[CH3:9])(=[O:18])[CH3:17]. (6) Given the reactants [O:1]=[C:2]1[O:8][C@H:7]([C@H:9]([CH2:11][OH:12])[OH:10])[C:5]([OH:6])=[C:3]1[OH:4].[CH:13]([C:15]1[CH:28]=[CH:27][C:18]([C:19](OCC(F)(F)F)=[O:20])=[CH:17][CH:16]=1)=[CH2:14].C(C1C=C(C)C=C(C(C)(C)C)C=1O)(C)(C)C, predict the reaction product. The product is: [CH2:14]=[CH:13][C:15]1[CH:28]=[CH:27][C:18]([C:19]([O:12][CH2:11][C@H:9]([OH:10])[C@@H:7]2[O:8][C:2](=[O:1])[C:3]([OH:4])=[C:5]2[OH:6])=[O:20])=[CH:17][CH:16]=1. (7) Given the reactants [Cl:1][C:2]1[C:3]([OH:12])=[C:4]([CH:8]=[C:9]([Cl:11])[CH:10]=1)[C:5](O)=[O:6].S(Cl)([Cl:15])=O, predict the reaction product. The product is: [Cl:1][C:2]1[C:3]([OH:12])=[C:4]([CH:8]=[C:9]([Cl:11])[CH:10]=1)[C:5]([Cl:15])=[O:6]. (8) Given the reactants [C:1]([O:7][CH2:8][Cl:9])(=[O:6])[C:2](C)([CH3:4])[CH3:3].C(Cl)(=O)C1C=[CH:15][C:14]([O:17][CH3:18])=[CH:13]C=1.C=O, predict the reaction product. The product is: [CH3:18][O:17][C:14]1[CH:15]=[CH:4][C:2]([C:1]([O:7][CH2:8][Cl:9])=[O:6])=[CH:3][CH:13]=1.